From a dataset of Full USPTO retrosynthesis dataset with 1.9M reactions from patents (1976-2016). Predict the reactants needed to synthesize the given product. Given the product [Cl:40][C:35]1[CH:34]=[C:33]([C@@H:32]2[O:31][CH2:30][CH2:29][N:28]([C:41]([O:43][C:44]([CH3:45])([CH3:47])[CH3:46])=[O:42])[CH2:27][C@H:26]2[CH2:25][N:21]2[CH:22]=[CH:23][CH:24]=[C:19]([C:17]3[NH:16][N:15]=[N:14][N:18]=3)[C:20]2=[O:48])[CH:38]=[CH:37][C:36]=1[Cl:39], predict the reactants needed to synthesize it. The reactants are: C([Sn]([N:14]=[N+:15]=[N-:16])(CCCC)CCCC)CCC.[C:17]([C:19]1[C:20](=[O:48])[N:21]([CH2:25][C@H:26]2[C@H:32]([C:33]3[CH:38]=[CH:37][C:36]([Cl:39])=[C:35]([Cl:40])[CH:34]=3)[O:31][CH2:30][CH2:29][N:28]([C:41]([O:43][C:44]([CH3:47])([CH3:46])[CH3:45])=[O:42])[CH2:27]2)[CH:22]=[CH:23][CH:24]=1)#[N:18].